From a dataset of Full USPTO retrosynthesis dataset with 1.9M reactions from patents (1976-2016). Predict the reactants needed to synthesize the given product. (1) The reactants are: [F:1][C:2]1[CH:28]=[CH:27][C:5]([CH2:6][CH:7]2[CH2:12][CH2:11][N:10]([C:13](=[O:26])[C:14]([NH:16][C:17]3[CH:22]=[CH:21][CH:20]=[C:19]([N+:23]([O-])=O)[CH:18]=3)=[O:15])[CH2:9][CH2:8]2)=[CH:4][CH:3]=1. Given the product [NH2:23][C:19]1[CH:18]=[C:17]([NH:16][C:14](=[O:15])[C:13]([N:10]2[CH2:11][CH2:12][CH:7]([CH2:6][C:5]3[CH:27]=[CH:28][C:2]([F:1])=[CH:3][CH:4]=3)[CH2:8][CH2:9]2)=[O:26])[CH:22]=[CH:21][CH:20]=1, predict the reactants needed to synthesize it. (2) The reactants are: CS(O[CH2:6][C@H:7]1[CH2:12][N:11]([S:13]([C:16]2[S:17][CH:18]=[CH:19][CH:20]=2)(=[O:15])=[O:14])[CH2:10][CH2:9][N:8]1[C:21]1[CH:26]=[CH:25][C:24]([C:27]([OH:33])([CH3:32])[C:28]([F:31])([F:30])[F:29])=[CH:23][CH:22]=1)(=O)=O.[CH:34]([NH2:37])([CH3:36])[CH3:35]. Given the product [NH3:8].[F:30][C:28]([F:31])([F:29])[C:27]([C:24]1[CH:23]=[CH:22][C:21]([N:8]2[CH2:9][CH2:10][N:11]([S:13]([C:16]3[S:17][CH:18]=[CH:19][CH:20]=3)(=[O:14])=[O:15])[CH2:12][C@@H:7]2[CH2:6][NH:37][CH:34]([CH3:36])[CH3:35])=[CH:26][CH:25]=1)([OH:33])[CH3:32], predict the reactants needed to synthesize it.